This data is from Drug-target binding data from BindingDB using Ki measurements. The task is: Regression. Given a target protein amino acid sequence and a drug SMILES string, predict the binding affinity score between them. We predict pKi (pKi = -log10(Ki in M); higher means stronger inhibition). Dataset: bindingdb_ki. (1) The small molecule is CS(=O)(=O)N1CCC(Oc2ccc(CC(=O)N3CCC(N4C(=O)CCc5ccccc54)CC3)c(OC/C=C/I)c2)CC1. The target protein (Q9WTV9) has sequence MSFPRGSYDPAASNSSPWWPLSAEDANSSWEAAGHQKGSDPSGDVRNEELAKLEIAVLAVIFVVAVLGNSSVLLALHRTPRKTSRMHLFIRHLSLADLAVAFFQVLPQLCWDITYRFRGPDWLCRVVKHLQVFAMFASAYMLVVMTADRYIAVCHPLKTLQQPTRRSRLMIAASWVLSFLLSTPQYFIFSMIEIEVNNGTKTQDCWATFIQPWGTRAYVTWMTSGVFVVPVVILGTCYGFICYHIWRNVRGKTASRQSKGSGEDVAPFHKGLLVTPCVSSVKTISRAKIRTVKMTFVIVTAYILCWAPFFIVQMWSVWDDNFIWTDSENPSITITALLASLNSCCNPWIYMFFSGHLLQDCVQSFPCCQRMVQKFTKDDSDNMSRRHTSYSNNRSPTNSTGTWKDSPKSSRSIRFIPVST. The pKi is 8.7. (2) The small molecule is Brc1nc2c(I)c(I)c(I)c(I)c2[nH]1. The target protein (P19139) has sequence MSGPVPSRARVYTDVNTHRPREYWDYESHVVEWGNQDDYQLVRKLGRGKYSEVFEAINITNNEKVVVKILKPVKKKKIKREIKILENLRGGPNIITLADIVKDPVSRTPALVFEHVNNTDFKQLYQTLTDYDIRFYMYEILKALDYCHSMGIMHRDVKPHNVMIDHEHRKLRLIDWGLAEFYHPGQEYNVRVASRYFKGPELLVDYQMYDYSLDMWSLGCMLASMIFRKEPFFHGHDNYDQLVRIAKVLGTEDLYDYIDKYNIELDPRFNDILGRHSRKRWERFVHSENQHLVSPEALDFLDKLLRYDHQSRLTAREAMEHPYFYTVVKDQARMSSAGMAGGSTPVSSANMMSGISSVPTPSPLGPLAGSPVIAAANSLGIPVPAAAGAQQ. The pKi is 7.0. (3) The compound is Cc1nc2sccn2c(=O)c1CCN1CCC(=C(c2ccc(F)cc2)c2ccc(F)cc2)CC1. The target protein (P50407) has sequence MMGVNSSGRPDLYGHLHSILLPGRGLPDWSPDGGADPGVSTWTPRLLSGVPEVAASPSPSWDGTWDNVSGCGEQINYGRAEKVVIGSILTLITLLTIAGNCLVVISVCFVKKLRQPSNYLIVSLALADLSVAVAVIPFVSVTDLIGGKWIFGHFFCNVFIAMDVMCCTASIMTLCVISIDRYLGITRPLTYPVRQNGKCMPKMILSVWLLSASITLPPLFGWAQNVNDDKVCLISQDFGYTIYSTAVAFYIPMSVMLFMYYRIYKAARKSAAKHKFPGFPRVQPESIISLNGMVKLQKEVEECANLSRLLKHERKNISIFKREQKAATTLGIIVGAFTVCWLPFFLLSTARPFICGTACSCIPLWVERTCLWLGYANSLINPFIYAFFNRDLRTTYRSLLQCQYRNINRKLSAAGMHEALKLAERPERPECVLQNSDYCRKKGHDS. The pKi is 7.3. (4) The small molecule is CCc1ccc(OP(=O)(Oc2ccc(CC)cc2)C(CCC(N)=O)NC(=O)C(CC(C)C)NC(=O)OCc2ccccc2)cc1. The pKi is 3.7. The target protein (Q53781) has sequence MNKNVVIKSLATLTILTSVTGIGTTLVEEVQQTAKAENNVTKIQDTNIFPYTGVVAFKSATGFVVGKNTILTNKHVSKNYKVGDRITAHPNSDKGNGGIYSIKKIINYPGKEDVSVIQVEERAIERGPKGFNFNDNVTPFKYAAGAKAGERIKVIGYPHPYKNKYVLYESTGPVMSVEGSSIVYSAHTESGNSGSPVLNSNNELVGIHFASDVKNDDNRNAYGVYFTPEIKKFIAENIDK. (5) The small molecule is Cc1ccc(C(=O)N[C@@H](CSCCCNC(=O)c2cccc(OCC(=O)O)c2)C(=O)N[C@@H](Cc2cccc(Cl)c2)C(N)=O)c([N+](=O)[O-])c1O. The target protein (P28305) has sequence MFLINGHKQESLAVSDRATQFGDGCFTTARVIDGKVSLLSAHIQRLQDACQRLMISCDFWPQLEQEMKTLAAEQQNGVLKVVISRGSGGRGYSTLNSGPATRILSVTAYPAHYDRLRNEGITLALSPVRLGRNPHLAGIKHLNRLEQVLIRSHLEQTNADEALVLDSEGWVTECCAANLFWRKGNVVYTPRLDQAGVNGIMRQFCIRLLAQSSYQLVEVQASLEESLQADEMVICNALMPVMPVCACGDVSFSSATLYEYLAPLCERPN. The pKi is 2.6. (6) The small molecule is Clc1cccc(N2CCNCC2)c1. The target protein (Q9H3P7) has sequence MAAVLNAERLEVSVDGLTLSPDPEERPGAEGAPLLPPPLPPPSPPGSGRGPGASGEQPEPGEAAAGGAAEEARRLEQRWGFGLEELYGLALRFFKEKDGKAFHPTYEEKLKLVALHKQVLMGPYNPDTCPEVGFFDVLGNDRRREWAALGNMSKEDAMVEFVKLLNRCCHLFSTYVASHKIEKEEQEKKRKEEEERRRREEEERERLQKEEEKRRREEEERLRREEEERRRIEEERLRLEQQKQQIMAALNSQTAVQFQQYAAQQYPGNYEQQQILIRQLQEQHYQQYMQQLYQVQLAQQQAALQKQQEVVVAGSSLPTSSKVNATVPSNMMSVNGQAKTHTDSSEKELEPEAAEEALENGPKESLPVIAAPSMWTRPQIKDFKEKIQQDADSVITVGRGEVVTVRVPTHEEGSYLFWEFATDNYDIGFGVYFEWTDSPNTAVSVHVSESSDDDEEEEENIGCEEKAKKNANKPLLDEIVPVYRRDCHEEVYAGSHQYPG.... The pKi is 5.0. (7) The small molecule is CCCN(CCC)[C@H]1CCc2c(F)ccc(O)c2C1. The target protein sequence is MIGILFPAGAAPKYLCTYYDIVDYLNISSHDKLHTYILPKKDLQEPVEVTMDFFLVAILSVVEKLQTVSFYFVLNLEWQNPFATWNPRDFCNISEIVLPMDTYWSPPIFFLERVNGQNPELNYVVLMHNGSFNSTRPYQVTLTCSLIILKFPFDTQMCNLSVASFLYPVTDFVMKTRRTPAEIMEDSRSFILTDGEWKFTNLSIVEFTAMMDDKGFSVVTYVISMERRPTLYVLNLILPTCALYLLDMAVLFGPSSLEEKINFQIAIILGSSMLAVILNNSLPTSSNKPPIIVVFFLGTFLLMIMAVLDTFFLLYQQRKSLRLDKVLRSFQQDPQELPKRPMGTLAKGGPQLLPPPKKAQGQGQLTKRLWQLQELDPFLPVLEKVLLFSHLFLSLIFFTVVSIKWSS. The pKi is 5.6. (8) The small molecule is NC1(C(=O)O)CCc2ccc(N(CCCl)CCCl)cc2C1. The target protein (Q63016) has sequence MAVAGAKRRAVAAPATTAAEEERQAREKMLEARRGDGADPEGEGVTLQRNITLINGVAIIVGTIIGSGIFVTPTGVLKEAGSPGLSLVVWAVCGVFSIVGALCYAELGTTISKSGGDYAYMLEVYGSLPAFLKLWIELLIIRPSSQYIVALVFATYLLKPVFPTCPVPEEAAKLVACLCVLLLTAVNCYSVKAATRVQDAFAAAKLLALALIILLGFIQMGKDIGQGDASNLHQKLSFEGTNLDVGNIVLALYSGLFAYGGWNYLNFVTEEMINPYRNLPLAIIISLPIVTLVYVLTNLAYFTTLSTNQMLTSEAVAVDFGNYHLGVMSWIIPVFVGLSCFGSVNGSLFTSSRLFFVGSREGHLPSILSMIHPQLLTPVPSLVFTCVMTLMYAFSRDIFSIINFFSFFNWLCVALAIIGMMWLRFKKPELERPIKVNLALPVFFILACLFLIAVSFWKTPLECGIGFAIILSGLPVYFFGVWWKNKPKWILQVIFSVTVL.... The pKi is 7.1. (9) The drug is CC[C@@H](CO)NC(=O)[C@@H]1C=C2c3cccc4c3c(cn4C)C[C@H]2N(C)C1. The target protein (P32304) has sequence MMDVNSSGRPDLYGHLRSLILPEVGRRLQDLSPDGGAHSVVSSWMPHLLSGFPEVTASPAPTWDAPPDNVSGCGEQINYGRVEKVVIGSILTLITLLTIAGNCLVVISVCFVKKLRQPSNYLIVSLALADLSVAVAVMPFVSVTDLIGGKWIFGHFFCNVFIAMDVMCCTASIMTLCVISIDRYLGITRPLTYPVRQNGKCMAKMILSVWLLSASITLPPLFGWAQNVNDDKVCLISQDFGYTIYSTAVAFYIPMSVMLFMYYQIYKAARKSAAKHKFSGFPRVQPESVISLNGVVKLQKEVEECANLSRLLKHERKNISIFKREQKAATTLGIIVGAFTVCWLPFFLLSTARPFICGTSCSCIPLWVERTCLWLGYANSLINPFIYAFFNRDLRTTYRSLLQCQYRNINRKLSAAGMHEALKLAERPERSEFVLQNCDHCGKKGHDT. The pKi is 7.9.